Dataset: Forward reaction prediction with 1.9M reactions from USPTO patents (1976-2016). Task: Predict the product of the given reaction. (1) Given the reactants [Cl:1][C:2]1[N:7]2[N:8]=[C:9]([C:12]3[CH:17]=[CH:16][CH:15]=[C:14]([Cl:18])[CH:13]=3)[C:10]([CH3:11])=[C:6]2[N:5]=[C:4]([CH3:19])[C:3]=1[CH:20]([OH:26])[C:21]([O:23][CH2:24][CH3:25])=[O:22].CC(OI1(OC(C)=O)(OC(C)=O)OC(=O)C2C=CC=CC1=2)=O, predict the reaction product. The product is: [Cl:1][C:2]1[N:7]2[N:8]=[C:9]([C:12]3[CH:17]=[CH:16][CH:15]=[C:14]([Cl:18])[CH:13]=3)[C:10]([CH3:11])=[C:6]2[N:5]=[C:4]([CH3:19])[C:3]=1[C:20](=[O:26])[C:21]([O:23][CH2:24][CH3:25])=[O:22]. (2) Given the reactants [C:1]([O:5][C:6]([NH:8][C@H:9]([CH3:12])[CH2:10][OH:11])=[O:7])([CH3:4])([CH3:3])[CH3:2].[C:13]1(O)[CH:18]=[CH:17][CH:16]=[CH:15][CH:14]=1.C1(P(C2C=CC=CC=2)C2C=CC=CC=2)C=CC=CC=1.CC(OC(/N=N/C(OC(C)C)=O)=O)C, predict the reaction product. The product is: [C:1]([O:5][C:6]([NH:8][C@@H:9]([CH2:10][O:11][C:13]1[CH:18]=[CH:17][CH:16]=[CH:15][CH:14]=1)[CH3:12])=[O:7])([CH3:4])([CH3:3])[CH3:2]. (3) Given the reactants [NH2:1]CCC[Si](OC)(OC)OC.[C:12]([OH:16])(=[O:15])[CH:13]=[CH2:14].[CH:17]([OH:20])(C)[CH3:18], predict the reaction product. The product is: [C:12]([OH:16])(=[O:15])[CH:13]=[CH2:14].[NH2:1][C:12]([O:20][CH2:17][CH3:18])=[O:16]. (4) Given the reactants [OH:1][C@@H:2]1[CH2:18][CH:17]2[C@@:5]([CH3:34])([C@@H:6]3[C@@H:14]([CH2:15][CH2:16]2)[C@H:13]2[C@@:9]([CH3:32])([C@@H:10]([C:19]([NH:21][CH2:22][CH2:23][NH:24]C(=O)OC(C)(C)C)=[O:20])[CH2:11][CH2:12]2)[CH2:8][C@@H:7]3[OH:33])[CH2:4][CH2:3]1.FC(F)(F)C(O)=O, predict the reaction product. The product is: [NH2:24][CH2:23][CH2:22][NH:21][C:19]([C@@H:10]1[C@:9]2([CH3:32])[C@H:13]([C@H:14]3[C@H:6]([C@@H:7]([OH:33])[CH2:8]2)[C@:5]2([CH3:34])[CH:17]([CH2:18][C@@H:2]([OH:1])[CH2:3][CH2:4]2)[CH2:16][CH2:15]3)[CH2:12][CH2:11]1)=[O:20]. (5) Given the reactants I[C:2]1[C:7]([N+:8]([O-:10])=[O:9])=[CH:6][N:5]=[C:4]2[O:11][CH2:12][CH2:13][C:3]=12.[NH:14]1[CH2:19][CH2:18][CH2:17][C@H:16]([NH:20][C:21](=[O:27])[O:22][C:23]([CH3:26])([CH3:25])[CH3:24])[CH2:15]1.CCN(C(C)C)C(C)C, predict the reaction product. The product is: [N+:8]([C:7]1[C:2]([N:14]2[CH2:19][CH2:18][CH2:17][C@H:16]([NH:20][C:21](=[O:27])[O:22][C:23]([CH3:25])([CH3:24])[CH3:26])[CH2:15]2)=[C:3]2[CH2:13][CH2:12][O:11][C:4]2=[N:5][CH:6]=1)([O-:10])=[O:9]. (6) Given the reactants C([O:3][C:4](=[O:22])[CH:5]([O:20][CH3:21])[CH2:6][C:7]1[CH:12]=[CH:11][C:10]([C:13]#[C:14][CH2:15][CH2:16][CH2:17][CH2:18][OH:19])=[CH:9][CH:8]=1)C.[O:23]([C:30]1[CH:35]=[CH:34][C:33](O)=[CH:32][CH:31]=1)[C:24]1[CH:29]=[CH:28][CH:27]=[CH:26][CH:25]=1, predict the reaction product. The product is: [CH3:21][O:20][C@@H:5]([CH2:6][C:7]1[CH:8]=[CH:9][C:10]([C:13]#[C:14][CH2:15][CH2:16][CH2:17][CH2:18][O:19][C:33]2[CH:34]=[CH:35][C:30]([O:23][C:24]3[CH:29]=[CH:28][CH:27]=[CH:26][CH:25]=3)=[CH:31][CH:32]=2)=[CH:11][CH:12]=1)[C:4]([OH:3])=[O:22]. (7) Given the reactants [NH2:1][C:2]1[CH:7]=[CH:6][C:5]([C:8]2[CH:16]=[C:15]3[C:11]([CH2:12][N:13]([C@@H:18]([CH:23]([CH3:25])[CH3:24])[C:19]([O:21][CH3:22])=[O:20])[C:14]3=[O:17])=[CH:10][CH:9]=2)=[CH:4][CH:3]=1.[C:26]([C:28]1[CH:33]=[CH:32][C:31]([S:34](Cl)(=[O:36])=[O:35])=[CH:30][CH:29]=1)#[N:27], predict the reaction product. The product is: [C:26]([C:28]1[CH:29]=[CH:30][C:31]([S:34]([NH:1][C:2]2[CH:3]=[CH:4][C:5]([C:8]3[CH:16]=[C:15]4[C:11]([CH2:12][N:13]([C@@H:18]([CH:23]([CH3:25])[CH3:24])[C:19]([O:21][CH3:22])=[O:20])[C:14]4=[O:17])=[CH:10][CH:9]=3)=[CH:6][CH:7]=2)(=[O:36])=[O:35])=[CH:32][CH:33]=1)#[N:27].